Dataset: Peptide-MHC class I binding affinity with 185,985 pairs from IEDB/IMGT. Task: Regression. Given a peptide amino acid sequence and an MHC pseudo amino acid sequence, predict their binding affinity value. This is MHC class I binding data. The peptide sequence is EVKSCHWPK. The MHC is HLA-A30:01 with pseudo-sequence HLA-A30:01. The binding affinity (normalized) is 0.527.